From a dataset of Forward reaction prediction with 1.9M reactions from USPTO patents (1976-2016). Predict the product of the given reaction. (1) Given the reactants Br[CH2:2][C:3]1[CH:8]=[CH:7][CH:6]=[CH:5][C:4]=1[N:9]1[C:13](=[O:14])[N:12]([CH3:15])[N:11]=[N:10]1.[OH:16][C:17]1[CH:22]=[CH:21][C:20]([C:23](=[O:26])[CH2:24][CH3:25])=[CH:19][C:18]=1[CH3:27].C(=O)([O-])[O-].[K+].[K+], predict the reaction product. The product is: [CH3:15][N:12]1[C:13](=[O:14])[N:9]([C:4]2[CH:5]=[CH:6][CH:7]=[CH:8][C:3]=2[CH2:2][O:16][C:17]2[CH:22]=[CH:21][C:20]([C:23](=[O:26])[CH2:24][CH3:25])=[CH:19][C:18]=2[CH3:27])[N:10]=[N:11]1. (2) Given the reactants [NH2:1][C@H:2]1[C:10]2[C:5](=[CH:6][CH:7]=[CH:8][CH:9]=2)[CH2:4][C@@H:3]1[NH:11][C:12]([C:14]1[NH:18][C:17]2[C:19]([Cl:23])=[C:20]([Cl:22])[S:21][C:16]=2[CH:15]=1)=[O:13].CCN(CC)CC.[CH3:31][N:32]1[CH2:37][CH2:36][N:35]([C:38](Cl)=[O:39])[CH2:34][CH2:33]1, predict the reaction product. The product is: [Cl:22][C:20]1[S:21][C:16]2[CH:15]=[C:14]([C:12]([NH:11][C@H:3]3[CH2:4][C:5]4[C:10](=[CH:9][CH:8]=[CH:7][CH:6]=4)[C@@H:2]3[NH:1][C:38]([N:35]3[CH2:36][CH2:37][N:32]([CH3:31])[CH2:33][CH2:34]3)=[O:39])=[O:13])[NH:18][C:17]=2[C:19]=1[Cl:23]. (3) Given the reactants C(OC(=O)[NH:7][C@@H:8]([CH2:13][NH:14][C:15]1[C:24]2[C:19](=[CH:20][CH:21]=[CH:22][CH:23]=2)[N:18]=[C:17]([C:25]2[CH:30]=[C:29]([OH:31])[CH:28]=[CH:27][C:26]=2[OH:32])[N:16]=1)[CH2:9][CH:10]([CH3:12])[CH3:11])(C)(C)C.[C:34](=O)([O-])[O-].[K+].[K+].S(OC)(OC)(=O)=O, predict the reaction product. The product is: [NH2:7][C@H:8]([CH2:9][CH:10]([CH3:11])[CH3:12])[CH2:13][NH:14][C:15]1[C:24]2[C:19](=[CH:20][CH:21]=[CH:22][CH:23]=2)[N:18]=[C:17]([C:25]2[CH:30]=[C:29]([O:31][CH3:34])[CH:28]=[CH:27][C:26]=2[OH:32])[N:16]=1. (4) Given the reactants [F:1][C:2]1[CH:7]=[CH:6][C:5]([C:8]2[C:9]3[CH:21]=[CH:20][C:19](=[O:22])[N:18]([C:23]4[CH:28]=[CH:27][CH:26]=[CH:25][C:24]=4[F:29])[C:10]=3[N:11]=[C:12](S(C)(=O)=O)[N:13]=2)=[C:4]([CH3:30])[CH:3]=1.[NH2:31][CH:32]([CH2:35][OH:36])[CH2:33][OH:34], predict the reaction product. The product is: [F:1][C:2]1[CH:7]=[CH:6][C:5]([C:8]2[C:9]3[CH:21]=[CH:20][C:19](=[O:22])[N:18]([C:23]4[CH:28]=[CH:27][CH:26]=[CH:25][C:24]=4[F:29])[C:10]=3[N:11]=[C:12]([NH:31][CH:32]([CH2:35][OH:36])[CH2:33][OH:34])[N:13]=2)=[C:4]([CH3:30])[CH:3]=1. (5) The product is: [N+:10]([C:3]1[C:4]2[C:5](=[N:6][CH:7]=[CH:8][CH:9]=2)[NH:1][CH:2]=1)([O-:12])=[O:11]. Given the reactants [NH:1]1[C:5]2=[N:6][CH:7]=[CH:8][CH:9]=[C:4]2[CH:3]=[CH:2]1.[N+:10]([O-])([OH:12])=[O:11].C(=O)(O)[O-].[Na+], predict the reaction product. (6) Given the reactants [CH2:1]([O:3][C:4]([CH2:6][CH2:7][N:8]1[CH2:13][CH2:12][N:11]2[N:14]=[C:15]([C:17]([OH:19])=O)[CH:16]=[C:10]2[C:9]1=[O:20])=[O:5])[CH3:2].C(N(C(C)C)CC)(C)C.F[B-](F)(F)F.N1(OC(N(C)C)=[N+](C)C)C2C=CC=CC=2N=N1.[NH2:52][CH2:53][C@H:54]([NH:62][C:63]([O:65][CH2:66][C:67]1[CH:72]=[CH:71][CH:70]=[CH:69][CH:68]=1)=[O:64])[C:55]([O:57][C:58]([CH3:61])([CH3:60])[CH3:59])=[O:56], predict the reaction product. The product is: [CH2:1]([O:3][C:4]([CH2:6][CH2:7][N:8]1[CH2:13][CH2:12][N:11]2[N:14]=[C:15]([C:17]([NH:52][CH2:53][C@H:54]([NH:62][C:63]([O:65][CH2:66][C:67]3[CH:68]=[CH:69][CH:70]=[CH:71][CH:72]=3)=[O:64])[C:55]([O:57][C:58]([CH3:60])([CH3:61])[CH3:59])=[O:56])=[O:19])[CH:16]=[C:10]2[C:9]1=[O:20])=[O:5])[CH3:2].